Dataset: Peptide-MHC class I binding affinity with 185,985 pairs from IEDB/IMGT. Task: Regression. Given a peptide amino acid sequence and an MHC pseudo amino acid sequence, predict their binding affinity value. This is MHC class I binding data. (1) The peptide sequence is IMSLNGKKHT. The MHC is HLA-A02:01 with pseudo-sequence HLA-A02:01. The binding affinity (normalized) is 0. (2) The peptide sequence is ERLKIRGAL. The MHC is HLA-A03:01 with pseudo-sequence HLA-A03:01. The binding affinity (normalized) is 0. (3) The peptide sequence is WLGNIIMYA. The MHC is HLA-A02:03 with pseudo-sequence HLA-A02:03. The binding affinity (normalized) is 0.813. (4) The peptide sequence is GEYRSGNNL. The MHC is HLA-B48:01 with pseudo-sequence HLA-B48:01. The binding affinity (normalized) is 0.233. (5) The binding affinity (normalized) is 0.882. The MHC is HLA-A02:03 with pseudo-sequence HLA-A02:03. The peptide sequence is FMYTKHSMLT. (6) The peptide sequence is GLNISGYNY. The MHC is HLA-A26:01 with pseudo-sequence HLA-A26:01. The binding affinity (normalized) is 0. (7) The peptide sequence is RRRFVQNAL. The MHC is HLA-C04:01 with pseudo-sequence HLA-C04:01. The binding affinity (normalized) is 0.213. (8) The peptide sequence is YLVAYQATI. The MHC is Patr-B0101 with pseudo-sequence Patr-B0101. The binding affinity (normalized) is 0.190. (9) The peptide sequence is LSKTPAKMI. The MHC is Mamu-A01 with pseudo-sequence Mamu-A01. The binding affinity (normalized) is 0.508.